Task: Predict which catalyst facilitates the given reaction.. Dataset: Catalyst prediction with 721,799 reactions and 888 catalyst types from USPTO (1) Reactant: [ClH:1].O1CCOCC1.[CH3:8][O:9][C:10]1[CH:15]=[C:14]([CH3:16])[C:13]([S:17]([N:20]([CH2:22][CH2:23][O:24][CH2:25][C:26]([N:28]2[CH2:33][CH2:32][C:31]([N:40](C)[C:41](=O)OC(C)(C)C)([C:34]3[CH:39]=[CH:38][N:37]=[CH:36][CH:35]=3)[CH2:30][CH2:29]2)=[O:27])[CH3:21])(=[O:19])=[O:18])=[C:12]([CH3:49])[CH:11]=1. Product: [ClH:1].[CH3:8][O:9][C:10]1[CH:15]=[C:14]([CH3:16])[C:13]([S:17]([N:20]([CH3:21])[CH2:22][CH2:23][O:24][CH2:25][C:26]([N:28]2[CH2:33][CH2:32][C:31]([NH:40][CH3:41])([C:34]3[CH:35]=[CH:36][N:37]=[CH:38][CH:39]=3)[CH2:30][CH2:29]2)=[O:27])(=[O:19])=[O:18])=[C:12]([CH3:49])[CH:11]=1. The catalyst class is: 13. (2) Reactant: C(Cl)(=O)C(Cl)=O.CS(C)=O.[Si:11]([O:18][CH:19]1[CH2:24][CH2:23][CH:22]([CH2:25][OH:26])[CH2:21][CH2:20]1)([C:14]([CH3:17])([CH3:16])[CH3:15])([CH3:13])[CH3:12].C(N(CC)CC)C.C(=O)(O)[O-].[Na+]. Product: [Si:11]([O:18][CH:19]1[CH2:20][CH2:21][CH:22]([CH:25]=[O:26])[CH2:23][CH2:24]1)([C:14]([CH3:17])([CH3:16])[CH3:15])([CH3:13])[CH3:12]. The catalyst class is: 96.